From a dataset of Blood-brain barrier permeability classification from the B3DB database. Regression/Classification. Given a drug SMILES string, predict its absorption, distribution, metabolism, or excretion properties. Task type varies by dataset: regression for continuous measurements (e.g., permeability, clearance, half-life) or binary classification for categorical outcomes (e.g., BBB penetration, CYP inhibition). Dataset: b3db_classification. (1) The molecule is COc1ccc2c3c1OC1CC(O)C=CC31CCN(C)C2. The result is 1 (penetrates BBB). (2) The molecule is CN1CCN(c2c(F)cc3c(=O)c(C(=O)O)cn(CCF)c3c2F)CC1. The result is 1 (penetrates BBB). (3) The drug is O=C1NCCN1C1CCN(CCC2COc3ccccc3O2)CC1. The result is 1 (penetrates BBB). (4) The drug is COC(=O)c1cncn1C(C)c1ccccc1. The result is 1 (penetrates BBB). (5) The compound is CC(C)CN(C[C@@H](O)[C@H](Cc1ccccc1)NC(=O)O[C@@H]1CCOC1)S(=O)(=O)c1ccc(N)cc1. The result is 1 (penetrates BBB). (6) The molecule is CN(C)CCO[C@@](C)(c1ccccc1)c1ccccn1. The result is 1 (penetrates BBB).